From a dataset of Full USPTO retrosynthesis dataset with 1.9M reactions from patents (1976-2016). Predict the reactants needed to synthesize the given product. (1) Given the product [CH2:5]([C:7]1[CH:8]=[CH:9][C:10]([OH:14])=[CH:11][C:12]=1[OH:13])[CH3:4], predict the reactants needed to synthesize it. The reactants are: C(O)C.[CH3:4][C:5]([C:7]1[CH:8]=[CH:9][C:10]([OH:14])=[CH:11][C:12]=1[OH:13])=O.C(O)(=O)C. (2) Given the product [Cl:22][C:20]1[CH:19]=[CH:18][C:17]([CH3:23])=[C:16]([C:11]2[N:12]=[C:13]([CH2:24][CH3:25])[N:14]=[C:9]([NH2:8])[N:10]=2)[CH:21]=1, predict the reactants needed to synthesize it. The reactants are: BrC1C=CC([NH:8][C:9]2[N:14]=[C:13](Cl)[N:12]=[C:11]([C:16]3[CH:21]=[C:20]([Cl:22])[CH:19]=[CH:18][C:17]=3[CH3:23])[N:10]=2)=CC=1.[CH2:24]([Mg]Br)[CH3:25]. (3) Given the product [NH:48]1[C:49]2[C:54](=[CH:53][CH:52]=[CH:51][CH:50]=2)[CH:55]=[C:47]1[C:39]1[C:40]2[N:41]([CH:43]=[C:44]([CH3:46])[N:45]=2)[CH:42]=[C:37]([C:18]2[C:19]([N:21]([CH3:26])[S:22]([CH3:25])(=[O:23])=[O:24])=[CH:20][C:10]3[O:9][C:8]([C:5]4[CH:6]=[CH:7][C:2]([F:1])=[CH:3][CH:4]=4)=[C:12]([C:13]([NH:15][CH3:16])=[O:14])[C:11]=3[CH:17]=2)[CH:38]=1, predict the reactants needed to synthesize it. The reactants are: [F:1][C:2]1[CH:7]=[CH:6][C:5]([C:8]2[O:9][C:10]3[CH:20]=[C:19]([N:21]([CH3:26])[S:22]([CH3:25])(=[O:24])=[O:23])[C:18](B4OC(C)(C)C(C)(C)O4)=[CH:17][C:11]=3[C:12]=2[C:13]([NH:15][CH3:16])=[O:14])=[CH:4][CH:3]=1.Br[C:37]1[CH:38]=[C:39]([C:47]2[NH:48][C:49]3[C:54]([CH:55]=2)=[CH:53][CH:52]=[CH:51][CH:50]=3)[C:40]2[N:41]([CH:43]=[C:44]([CH3:46])[N:45]=2)[CH:42]=1.[O-]P([O-])([O-])=O.[K+].[K+].[K+].CC(C1C=C(C(C)C)C(C2C=CC=CC=2P(C2CCCCC2)C2CCCCC2)=C(C(C)C)C=1)C. (4) Given the product [Cl:23][C:22]1[C:17]([N:14]2[CH2:15][CH2:16][N:11]([C:9]3[NH:8][C:7]4[C:2]([C:33]5[CH:34]=[CH:35][C:30]([F:29])=[CH:31][CH:32]=5)=[CH:3][C:4]([C:25]([F:28])([F:26])[F:27])=[CH:5][C:6]=4[N:10]=3)[C@H:12]([CH3:24])[CH2:13]2)=[N:18][CH:19]=[CH:20][CH:21]=1, predict the reactants needed to synthesize it. The reactants are: Br[C:2]1[C:7]2[NH:8][C:9]([N:11]3[CH2:16][CH2:15][N:14]([C:17]4[C:22]([Cl:23])=[CH:21][CH:20]=[CH:19][N:18]=4)[CH2:13][C@H:12]3[CH3:24])=[N:10][C:6]=2[CH:5]=[C:4]([C:25]([F:28])([F:27])[F:26])[CH:3]=1.[F:29][C:30]1[CH:35]=[CH:34][C:33](B(O)O)=[CH:32][CH:31]=1.